This data is from Catalyst prediction with 721,799 reactions and 888 catalyst types from USPTO. The task is: Predict which catalyst facilitates the given reaction. Reactant: CSC.B.[CH:5]([N:18]1[CH2:21][C:20]2([CH2:26][NH:25][C:24](=O)[CH2:23][O:22]2)[CH2:19]1)([C:12]1[CH:17]=[CH:16][CH:15]=[CH:14][CH:13]=1)[C:6]1[CH:11]=[CH:10][CH:9]=[CH:8][CH:7]=1.CO.CNCCNC. Product: [CH:5]([N:18]1[CH2:21][C:20]2([CH2:26][NH:25][CH2:24][CH2:23][O:22]2)[CH2:19]1)([C:6]1[CH:7]=[CH:8][CH:9]=[CH:10][CH:11]=1)[C:12]1[CH:13]=[CH:14][CH:15]=[CH:16][CH:17]=1. The catalyst class is: 1.